From a dataset of Full USPTO retrosynthesis dataset with 1.9M reactions from patents (1976-2016). Predict the reactants needed to synthesize the given product. (1) Given the product [F:1][C:2]1[CH:3]=[C:4]([N:21]2[CH2:25][C@H:24]([CH2:26][N:27]3[CH:31]=[CH:30][N:29]=[N:28]3)[O:23][C:22]2=[O:32])[CH:5]=[CH:6][C:7]=1[C:8]1[CH:13]=[CH:12][C:11]([C:14]2[CH2:18][C@@H:17]([CH2:19][O:20][C:37](=[O:38])[CH2:36][CH2:35][C:34]([OH:39])=[O:33])[O:16][N:15]=2)=[N:10][CH:9]=1, predict the reactants needed to synthesize it. The reactants are: [F:1][C:2]1[CH:3]=[C:4]([N:21]2[CH2:25][C@H:24]([CH2:26][N:27]3[CH:31]=[CH:30][N:29]=[N:28]3)[O:23][C:22]2=[O:32])[CH:5]=[CH:6][C:7]=1[C:8]1[CH:9]=[N:10][C:11]([C:14]2[CH2:18][C@@H:17]([CH2:19][OH:20])[O:16][N:15]=2)=[CH:12][CH:13]=1.[O:33]1[C:37](=[O:38])[CH2:36][CH2:35][C:34]1=[O:39].CN(C=O)C.N1C=CC=CC=1. (2) Given the product [CH2:1]([N:3]1[CH:7]=[C:6]([C:18]2[N:17]=[CH:23][C:6]3[CH:5]=[N:4][N:3]([C:1]4[N:24]=[C:20]([N:17]5[CH2:23][CH2:22][CH2:21][CH:20]([NH2:24])[CH2:19][CH2:18]5)[CH:21]=[CH:22][CH:2]=4)[C:7]=3[CH:19]=2)[CH:5]=[N:4]1)[CH3:2], predict the reactants needed to synthesize it. The reactants are: [CH2:1]([N:3]1[CH:7]=[C:6](B2OC(C)(C)C(C)(C)O2)[CH:5]=[N:4]1)[CH3:2].[NH:17]1[CH2:23][CH2:22][CH2:21][CH:20]([NH:24]C(=O)OC(C)(C)C)[CH2:19][CH2:18]1. (3) Given the product [CH3:25][O:24][C:22]1[CH:21]=[CH:20][N:19]=[C:18]([N:30]2[CH2:31][CH2:32][N:27]([CH3:26])[CH2:28][C@H:29]2[CH3:33])[CH:23]=1, predict the reactants needed to synthesize it. The reactants are: BrC1C=C(OC)C(N2CCN(C)CC2)=NC=1.Cl[C:18]1[CH:23]=[C:22]([O:24][CH3:25])[CH:21]=[CH:20][N:19]=1.[CH3:26][N:27]1[CH2:32][CH2:31][NH:30][C@H:29]([CH3:33])[CH2:28]1. (4) Given the product [Cl:27][C:22]1[C:23]([CH3:26])=[N:24][CH:25]=[C:20]([B:9]2[O:10][C:11]([CH3:16])([CH3:17])[C:12]([CH3:14])([CH3:15])[O:13]2)[CH:21]=1, predict the reactants needed to synthesize it. The reactants are: [CH3:16][C:11]1([CH3:17])[C:12]([CH3:15])([CH3:14])[O:13][B:9]([B:9]2[O:13][C:12]([CH3:15])([CH3:14])[C:11]([CH3:17])([CH3:16])[O:10]2)[O:10]1.Br[C:20]1[CH:21]=[C:22]([Cl:27])[C:23]([CH3:26])=[N:24][CH:25]=1.C([O-])(=O)C.[K+]. (5) Given the product [C:32]1([C:29]2[N:28]=[CH:27][C:26]([N:25]3[C:19]4[N:18]=[CH:17][NH:16][C:21](=[O:22])[C:20]=4[CH:23]=[N:24]3)=[CH:31][CH:30]=2)[CH:33]=[CH:34][CH:35]=[CH:36][CH:37]=1, predict the reactants needed to synthesize it. The reactants are: FC(F)(F)C(O)=O.OC1(C[N:16]2[C:21](=[O:22])[C:20]3[CH:23]=[N:24][N:25]([C:26]4[CH:27]=[N:28][C:29]([C:32]5[CH:37]=[CH:36][CH:35]=[CH:34][CH:33]=5)=[CH:30][CH:31]=4)[C:19]=3[N:18]=[CH:17]2)CCNCC1. (6) Given the product [F:19][C:20]1[CH:21]=[C:22]([NH:46][C:47]([NH:49][C:50](=[O:58])[CH2:51][C:52]2[CH:53]=[CH:54][CH:55]=[CH:56][CH:57]=2)=[S:48])[CH:23]=[CH:24][C:25]=1[O:26][C:27]1[CH:32]=[CH:31][N:30]=[C:29]2[CH:33]=[CH:34][S:35][C:28]=12, predict the reactants needed to synthesize it. The reactants are: FC1C=C(N)C=CC=1OC1C=CN=C2C=CSC=12.[F:19][C:20]1[CH:21]=[C:22]([NH:46][C:47]([NH:49][C:50](=[O:58])[CH2:51][C:52]2[CH:57]=[CH:56][CH:55]=[CH:54][CH:53]=2)=[S:48])[CH:23]=[CH:24][C:25]=1[O:26][C:27]1[CH:32]=[CH:31][N:30]=[C:29]2[CH:33]=[C:34](C3C=CC(S(C)(=O)=O)=CC=3)[S:35][C:28]=12. (7) Given the product [CH2:1]([O:8][C:9]1[C:14]2[CH:15]=[C:16]([C:18]3[N:33]=[C:31]4[N:30]([CH:19]=3)[N:29]=[C:28]([C:25]([F:27])([F:24])[CH3:26])[S:32]4)[O:17][C:13]=2[CH:12]=[C:11]([O:22][CH3:23])[CH:10]=1)[C:2]1[CH:7]=[CH:6][CH:5]=[CH:4][CH:3]=1, predict the reactants needed to synthesize it. The reactants are: [CH2:1]([O:8][C:9]1[C:14]2[CH:15]=[C:16]([C:18](=O)[CH2:19]Br)[O:17][C:13]=2[CH:12]=[C:11]([O:22][CH3:23])[CH:10]=1)[C:2]1[CH:7]=[CH:6][CH:5]=[CH:4][CH:3]=1.[F:24][C:25]([C:28]1[S:32][C:31]([NH2:33])=[N:30][N:29]=1)([F:27])[CH3:26].CC(O)C. (8) Given the product [OH:2][C:3]1[N:8]=[CH:7][C:6]([C:9]([NH:11][C@@H:12]([C:23]2[CH:28]=[CH:27][C:26]([C:29]([F:32])([F:31])[F:30])=[CH:25][CH:24]=2)[C:13]2[C:18]([C:19]([F:20])([F:21])[F:22])=[CH:17][CH:16]=[CH:15][N:14]=2)=[O:10])=[CH:5][N:4]=1, predict the reactants needed to synthesize it. The reactants are: C[O:2][C:3]1[N:8]=[CH:7][C:6]([C:9]([NH:11][C@@H:12]([C:23]2[CH:28]=[CH:27][C:26]([C:29]([F:32])([F:31])[F:30])=[CH:25][CH:24]=2)[C:13]2[C:18]([C:19]([F:22])([F:21])[F:20])=[CH:17][CH:16]=[CH:15][N:14]=2)=[O:10])=[CH:5][N:4]=1.[I-].[Na+].Cl[Si](C)(C)C.S([O-])([O-])(=O)=S.[Na+].[Na+]. (9) Given the product [Cl:39][C:35]1[CH:36]=[CH:37][CH:38]=[C:4]([Cl:3])[C:5]=1[CH2:6][C:7]1[CH:17]=[C:16]([NH:18][C:19]2[CH:24]=[CH:23][C:22]([N:25]3[CH2:26][CH2:27][N:28]([CH3:31])[CH2:29][CH2:30]3)=[CH:21][C:20]=2[O:32][CH3:33])[C:10]2[C:11](=[O:13])[NH:40][CH:45]=[CH:48][C:9]=2[N:8]=1, predict the reactants needed to synthesize it. The reactants are: [H-].[Na+].[Cl:3][C:4]1[CH:38]=[CH:37][CH:36]=[C:35]([Cl:39])[C:5]=1[CH2:6][C:7]1[CH:17]=[C:16]([NH:18][C:19]2[CH:24]=[CH:23][C:22]([N:25]3[CH2:30][CH2:29][N:28]([CH3:31])[CH2:27][CH2:26]3)=[CH:21][C:20]=2[O:32][CH3:33])[C:10]([C:11]([O:13]CC)=O)=[C:9](C)[N:8]=1.[N:40]1[CH:45]=NC=NC=1.[Cl-].[NH4+].[CH3:48]N(C)C=O.